Dataset: Forward reaction prediction with 1.9M reactions from USPTO patents (1976-2016). Task: Predict the product of the given reaction. (1) The product is: [C:39]([O:38][C:37]([NH:36][CH2:35][CH2:34][CH2:33][CH2:32][CH2:31][CH2:30][CH2:29][CH2:28][CH2:27][CH2:26][NH:25][C:2]1[N:7]=[C:6]([O:8][CH2:9][C:10]([F:13])([F:12])[F:11])[N:5]=[C:4]([NH:14][C:15]2[CH:24]=[CH:23][C:18]([C:19]([O:21][CH3:22])=[O:20])=[CH:17][CH:16]=2)[N:3]=1)=[O:43])([CH3:42])([CH3:41])[CH3:40]. Given the reactants Cl[C:2]1[N:7]=[C:6]([O:8][CH2:9][C:10]([F:13])([F:12])[F:11])[N:5]=[C:4]([NH:14][C:15]2[CH:24]=[CH:23][C:18]([C:19]([O:21][CH3:22])=[O:20])=[CH:17][CH:16]=2)[N:3]=1.[NH2:25][CH2:26][CH2:27][CH2:28][CH2:29][CH2:30][CH2:31][CH2:32][CH2:33][CH2:34][CH2:35][NH:36][C:37](=[O:43])[O:38][C:39]([CH3:42])([CH3:41])[CH3:40].CCN(C(C)C)C(C)C, predict the reaction product. (2) Given the reactants C1(P(C2C=CC=CC=2)C2C=CC=CC=2)C=CC=CC=1.[I:20]I.[C@@H:22]1([N:31]2[CH:35]=[N:34][C:33]([C:36]([NH2:38])=[O:37])=[N:32]2)[O:28][C@H:27]([CH2:29]O)[C@@H:25]([OH:26])[C@H:23]1[OH:24], predict the reaction product. The product is: [I:20][CH2:29][C@H:27]1[O:28][C@@H:22]([N:31]2[CH:35]=[N:34][C:33]([C:36]([NH2:38])=[O:37])=[N:32]2)[C@H:23]([OH:24])[C@@H:25]1[OH:26].